Dataset: Reaction yield outcomes from USPTO patents with 853,638 reactions. Task: Predict the reaction yield, written as a fraction of the theoretical maximum amount of product (1.0 means a 100% yield; for example, 0.34 means a 34% yield). The yield is 0.400. The product is [Cl:10][C:3]1[C:4]2[CH:5]=[N:6][CH:7]=[CH:8][C:9]=2[NH:1][CH:2]=1. The reactants are [NH:1]1[C:9]2[CH:8]=[CH:7][N:6]=[CH:5][C:4]=2[CH:3]=[CH:2]1.[Cl:10]N1C(=O)CCC1=O. The catalyst is ClCCl.